Task: Predict which catalyst facilitates the given reaction.. Dataset: Catalyst prediction with 721,799 reactions and 888 catalyst types from USPTO (1) Reactant: O[C:2]1[C:3]([C:23]2[CH:28]=[CH:27][C:26]([C:29]3[CH:30]=[N:31][C:32]([C:35](=[O:38])[NH:36][CH3:37])=[CH:33][CH:34]=3)=[CH:25][CH:24]=2)=[N:4][N:5]([CH3:22])[C:6]=1[C:7]1[NH:21][C:10]2=[CH:11][C:12]3[CH2:13][N:14](C([O-])=O)[CH2:15][C:16]=3[CH:17]=[C:9]2[N:8]=1.CC(C)([O-:42])C.[K+].[CH2:45]([N:47]([CH2:51][CH3:52])[C:48](Cl)=[O:49])[CH3:46]. Product: [CH2:45]([N:47]([CH2:51][CH3:52])[C:48](=[O:42])[O:49][C:2]1[C:3]([C:23]2[CH:24]=[CH:25][C:26]([C:29]3[CH:30]=[N:31][C:32]([C:35](=[O:38])[NH:36][CH3:37])=[CH:33][CH:34]=3)=[CH:27][CH:28]=2)=[N:4][N:5]([CH3:22])[C:6]=1[C:7]1[NH:8][C:9]2=[CH:17][C:16]3[CH2:15][NH:14][CH2:13][C:12]=3[CH:11]=[C:10]2[N:21]=1)[CH3:46]. The catalyst class is: 42. (2) Product: [Cl:18][CH2:19][CH2:20][CH2:21][CH2:22][CH2:23][C:24]1[S:8][C:3]2[CH:4]=[CH:5][CH:6]=[CH:7][C:2]=2[N:1]=1. Reactant: [NH2:1][C:2]1[CH:7]=[CH:6][CH:5]=[CH:4][C:3]=1[SH:8].C(N(C(C)C)CC)(C)C.[Cl:18][CH2:19][CH2:20][CH2:21][CH2:22][CH2:23][C:24](Cl)=O. The catalyst class is: 76. (3) Reactant: F[C:2]1[C:3]([C:9]2[N:13]([CH:14]3[CH2:19][CH2:18][O:17][CH2:16][CH2:15]3)[C:12]([CH3:20])=[N:11][CH:10]=2)=[N:4][C:5]([NH2:8])=[N:6][CH:7]=1.[CH3:21][N:22]([CH3:33])[S:23]([C:26]1[CH:31]=[CH:30][C:29](Br)=[CH:28][N:27]=1)(=[O:25])=[O:24].C([O-])([O-])=O.[Cs+].[Cs+].CC1(C)C2C(=C(P(C3C=CC=CC=3)C3C=CC=CC=3)C=CC=2)OC2C(P(C3C=CC=CC=3)C3C=CC=CC=3)=CC=CC1=2. Product: [CH3:21][N:22]([CH3:33])[S:23]([C:26]1[CH:31]=[CH:30][C:29]([NH:8][C:5]2[N:4]=[C:3]([CH:9]3[CH:10]=[N:11][CH:12]([CH3:20])[N:13]3[CH:14]3[CH2:19][CH2:18][O:17][CH2:16][CH2:15]3)[CH:2]=[CH:7][N:6]=2)=[CH:28][N:27]=1)(=[O:25])=[O:24]. The catalyst class is: 102. (4) Reactant: Cl[CH2:2][CH2:3][CH2:4][CH2:5][N:6]1[C:10]2[CH:11]=[CH:12][CH:13]=[CH:14][C:9]=2[N:8]=[CH:7]1.[N:15]1[CH:20]=[CH:19][CH:18]=[N:17][C:16]=1[N:21]1[CH2:26][CH2:25][NH:24][CH2:23][CH2:22]1.C(N(C(C)C)CC)(C)C.[I-].[K+]. Product: [N:15]1[CH:20]=[CH:19][CH:18]=[N:17][C:16]=1[N:21]1[CH2:26][CH2:25][N:24]([CH2:2][CH2:3][CH2:4][CH2:5][N:6]2[C:10]3[CH:11]=[CH:12][CH:13]=[CH:14][C:9]=3[N:8]=[CH:7]2)[CH2:23][CH2:22]1. The catalyst class is: 10. (5) Reactant: [Cl:1][C:2]1[S:6][C:5]([C:7]([OH:9])=O)=[CH:4][CH:3]=1.C(N(CC)CC)C.F[P-](F)(F)(F)(F)F.N1(O[P+](N(C)C)(N(C)C)N(C)C)C2C=CC=CC=2N=N1.[Br:44][C:45]1[CH:46]=[CH:47][C:48]([N:51]2[CH:55]=[C:54]([CH2:56][NH2:57])[N:53]=[CH:52]2)=[N:49][CH:50]=1. Product: [Br:44][C:45]1[CH:46]=[CH:47][C:48]([N:51]2[CH:55]=[C:54]([CH2:56][NH:57][C:7]([C:5]3[S:6][C:2]([Cl:1])=[CH:3][CH:4]=3)=[O:9])[N:53]=[CH:52]2)=[N:49][CH:50]=1. The catalyst class is: 173. (6) Reactant: [F:1][C:2]1[CH:7]=[CH:6][C:5]([C:8]2[N:13]=[C:12]3[N:14]=[C:15]([C:18](OCC)=[O:19])[N:16]([CH3:17])[C:11]3=[C:10]([C:23]3[CH:28]=[CH:27][C:26]([F:29])=[CH:25][CH:24]=3)[C:9]=2[C:30]2[CH:35]=[CH:34][N:33]=[CH:32][CH:31]=2)=[CH:4][CH:3]=1.[NH:36]1[CH2:41][CH2:40][O:39][CH2:38][CH2:37]1. Product: [F:1][C:2]1[CH:7]=[CH:6][C:5]([C:8]2[N:13]=[C:12]3[N:14]=[C:15]([C:18]([N:36]4[CH2:41][CH2:40][O:39][CH2:38][CH2:37]4)=[O:19])[N:16]([CH3:17])[C:11]3=[C:10]([C:23]3[CH:28]=[CH:27][C:26]([F:29])=[CH:25][CH:24]=3)[C:9]=2[C:30]2[CH:35]=[CH:34][N:33]=[CH:32][CH:31]=2)=[CH:4][CH:3]=1. The catalyst class is: 14.